Dataset: Catalyst prediction with 721,799 reactions and 888 catalyst types from USPTO. Task: Predict which catalyst facilitates the given reaction. (1) Product: [C:13]([O:12][C:10]([NH:1][C@H:2]([CH2:3][CH:4]([CH3:5])[CH3:6])[C:7]([NH:19][NH:18][C:17]([O:21][CH2:22][CH:23]1[C:24]2[CH:25]=[CH:26][CH:27]=[CH:28][C:29]=2[C:30]2[C:35]1=[CH:34][CH:33]=[CH:32][CH:31]=2)=[O:20])=[O:9])=[O:11])([CH3:16])([CH3:15])[CH3:14]. Reactant: [NH:1]([C:10]([O:12][C:13]([CH3:16])([CH3:15])[CH3:14])=[O:11])[C@@H:2]([C:7]([OH:9])=O)[CH2:3][CH:4]([CH3:6])[CH3:5].[C:17]([O:21][CH2:22][CH:23]1[C:35]2[CH:34]=[CH:33][CH:32]=[CH:31][C:30]=2[C:29]2[C:24]1=[CH:25][CH:26]=[CH:27][CH:28]=2)(=[O:20])[NH:18][NH2:19].C1C=NC2N(O)N=NC=2C=1.N1C(C)=CC(C)=CC=1C.CC(C)N=C=NC(C)C. The catalyst class is: 39. (2) Reactant: [C:1]([O:5][C:6]([N:8]1[CH2:12][CH2:11][CH2:10][C@H:9]1[CH2:13][NH:14][C:15]1[CH:20]=[CH:19][C:18]([CH:21]=[CH:22][C:23](=[O:29])[N:24]([CH2:27][CH3:28])[CH2:25][CH3:26])=[CH:17][C:16]=1[O:30][C:31]1[CH:36]=[CH:35][C:34]([O:37][CH3:38])=[CH:33][CH:32]=1)=[O:7])([CH3:4])([CH3:3])[CH3:2]. Product: [C:1]([O:5][C:6]([N:8]1[CH2:12][CH2:11][CH2:10][C@H:9]1[CH2:13][NH:14][C:15]1[CH:20]=[CH:19][C:18]([CH2:21][CH2:22][C:23](=[O:29])[N:24]([CH2:25][CH3:26])[CH2:27][CH3:28])=[CH:17][C:16]=1[O:30][C:31]1[CH:32]=[CH:33][C:34]([O:37][CH3:38])=[CH:35][CH:36]=1)=[O:7])([CH3:2])([CH3:3])[CH3:4]. The catalyst class is: 43.